This data is from Forward reaction prediction with 1.9M reactions from USPTO patents (1976-2016). The task is: Predict the product of the given reaction. (1) Given the reactants [CH3:1][O:2][C:3]([C:5]1[CH:10]=[N:9][C:8](Cl)=[CH:7]N=1)=[O:4].[C:12]1(B(O)O)C=[CH:16][CH:15]=[CH:14][CH:13]=1.[F-].[Cs+].C([O-])([O-])=O.[Na+].[Na+].[CH3:29][N:30](C=O)C, predict the reaction product. The product is: [CH3:1][O:2][C:3]([C:5]1[CH:10]=[N:9][C:8]([C:7]2[CH:16]=[CH:15][CH:14]=[CH:13][CH:12]=2)=[N:30][CH:29]=1)=[O:4]. (2) Given the reactants C([O:3][C:4](=O)[CH2:5][C:6]1[N:7]=[C:8]([C:12]2[CH:17]=[CH:16][C:15]([C:18]([F:21])([F:20])[F:19])=[CH:14][CH:13]=2)[S:9][C:10]=1[CH3:11])C.[H-].[Al+3].[Li+].[H-].[H-].[H-], predict the reaction product. The product is: [CH3:11][C:10]1[S:9][C:8]([C:12]2[CH:13]=[CH:14][C:15]([C:18]([F:21])([F:20])[F:19])=[CH:16][CH:17]=2)=[N:7][C:6]=1[CH2:5][CH2:4][OH:3].